This data is from Catalyst prediction with 721,799 reactions and 888 catalyst types from USPTO. The task is: Predict which catalyst facilitates the given reaction. (1) Reactant: Cl.[NH2:2][CH2:3][C:4]1[CH:9]=[C:8]([F:10])[C:7]([NH:11][S:12]([CH3:15])(=[O:14])=[O:13])=[C:6]([C:16]#[CH:17])[CH:5]=1.C(N(CC)CC)C.[Cl:25][C:26]1[N:31]=[CH:30][C:29]([CH:32]=[CH:33][C:34](O)=[O:35])=[CH:28][CH:27]=1.C[N+]1(C2N=C(OC)N=C(OC)N=2)CCOCC1.[Cl-]. Product: [Cl:25][C:26]1[N:31]=[CH:30][C:29]([CH:32]=[CH:33][C:34]([NH:2][CH2:3][C:4]2[CH:9]=[C:8]([F:10])[C:7]([NH:11][S:12]([CH3:15])(=[O:14])=[O:13])=[C:6]([C:16]#[CH:17])[CH:5]=2)=[O:35])=[CH:28][CH:27]=1. The catalyst class is: 49. (2) Product: [CH:1]1([O:7][CH:13]([C:15]2[CH:24]=[CH:23][C:18]([C:19]([O:21][CH3:22])=[O:20])=[CH:17][CH:16]=2)[CH3:14])[CH2:6][CH2:5][CH2:4][CH2:3][CH2:2]1. The catalyst class is: 53. Reactant: [CH:1]1([OH:7])[CH2:6][CH2:5][CH2:4][CH2:3][CH2:2]1.[Bi](Br)(Br)Br.O[CH:13]([C:15]1[CH:24]=[CH:23][C:18]([C:19]([O:21][CH3:22])=[O:20])=[CH:17][CH:16]=1)[CH3:14]. (3) Reactant: [CH3:1][O:2][C:3]([C:5]1[CH:10]=[CH:9][CH:8]=[CH:7][C:6]=1[S:11][CH2:12][CH2:13][C:14]1[CH:24]=[CH:23][C:17]([O:18][CH2:19][C:20]([OH:22])=O)=[CH:16][CH:15]=1)=[O:4].[F:25][C:26]([F:38])([F:37])[C:27]1[CH:36]=[CH:35][C:30]([CH2:31][NH:32][CH2:33][CH3:34])=[CH:29][CH:28]=1.F[B-](F)(F)F.N1(OC(N(C)C)=[N+](C)C)C2C=CC=CC=2N=N1.C(N(C(C)C)C(C)C)C. Product: [CH2:33]([N:32]([CH2:31][C:30]1[CH:35]=[CH:36][C:27]([C:26]([F:25])([F:37])[F:38])=[CH:28][CH:29]=1)[C:20](=[O:22])[CH2:19][O:18][C:17]1[CH:16]=[CH:15][C:14]([CH2:13][CH2:12][S:11][C:6]2[CH:7]=[CH:8][CH:9]=[CH:10][C:5]=2[C:3]([O:2][CH3:1])=[O:4])=[CH:24][CH:23]=1)[CH3:34]. The catalyst class is: 18. (4) Reactant: [C:1](OC(O[C:1]([CH3:4])([CH3:3])[CH3:2])N(C)C)([CH3:4])([CH3:3])[CH3:2].[Cl:15][C:16]1[N:21]=[C:20]2[O:22][C:23]([C:29]3[CH:34]=[CH:33][C:32]([F:35])=[CH:31][CH:30]=3)=[C:24]([C:25](=[O:28])[NH:26][CH3:27])[C:19]2=[CH:18][C:17]=1[C:36]1[CH:37]=[CH:38][C:39]([O:45][CH3:46])=[C:40]([CH:44]=1)[C:41]([OH:43])=[O:42]. Product: [Cl:15][C:16]1[N:21]=[C:20]2[O:22][C:23]([C:29]3[CH:34]=[CH:33][C:32]([F:35])=[CH:31][CH:30]=3)=[C:24]([C:25](=[O:28])[NH:26][CH3:27])[C:19]2=[CH:18][C:17]=1[C:36]1[CH:37]=[CH:38][C:39]([O:45][CH3:46])=[C:40]([CH:44]=1)[C:41]([O:43][C:1]([CH3:4])([CH3:3])[CH3:2])=[O:42]. The catalyst class is: 3. (5) The catalyst class is: 86. Reactant: [NH2:1][C:2]1[C:3]([CH3:14])=[C:4]([C:9]([Br:13])=[C:10]([F:12])[CH:11]=1)[C:5]([O:7][CH3:8])=[O:6].[N:15]([O-])=O.[Na+]. Product: [Br:13][C:9]1[C:10]([F:12])=[CH:11][C:2]2[NH:1][N:15]=[CH:14][C:3]=2[C:4]=1[C:5]([O:7][CH3:8])=[O:6]. (6) Reactant: Br[CH2:2][CH2:3][N:4]1[C:8](=[O:9])[C:7]2=[CH:10][CH:11]=[CH:12][CH:13]=[C:6]2[C:5]1=[O:14].C(=O)([O-])[O-].[K+].[K+].CN(C=O)C.[N:26]1[C:30]2[CH:31]=[CH:32][CH:33]=[CH:34][C:29]=2[NH:28][CH:27]=1. Product: [N:26]1([CH2:2][CH2:3][N:4]2[C:8](=[O:9])[C:7]3[C:6](=[CH:13][CH:12]=[CH:11][CH:10]=3)[C:5]2=[O:14])[C:30]2[CH:31]=[CH:32][CH:33]=[CH:34][C:29]=2[N:28]=[CH:27]1. The catalyst class is: 6. (7) The catalyst class is: 14. Reactant: [Cl:1][C:2]1[CH:7]=[CH:6][C:5]([C:8]2([OH:35])[CH2:13][CH2:12][N:11]([CH2:14][CH2:15][CH:16]=[C:17]3[C:23]4[CH:24]=[CH:25][CH:26]=[CH:27][C:22]=4[CH2:21][O:20][C:19]4[CH:28]=[CH:29][C:30]([N+:32]([O-])=O)=[CH:31][C:18]3=4)[CH2:10][CH2:9]2)=[CH:4][CH:3]=1.[Sn]. Product: [NH2:32][C:30]1[CH:29]=[CH:28][C:19]2[O:20][CH2:21][C:22]3[CH:27]=[CH:26][CH:25]=[CH:24][C:23]=3[C:17](=[CH:16][CH2:15][CH2:14][N:11]3[CH2:10][CH2:9][C:8]([C:5]4[CH:6]=[CH:7][C:2]([Cl:1])=[CH:3][CH:4]=4)([OH:35])[CH2:13][CH2:12]3)[C:18]=2[CH:31]=1.